Predict the reaction yield, written as a fraction of the theoretical maximum amount of product (1.0 means a 100% yield; for example, 0.34 means a 34% yield). From a dataset of Reaction yield outcomes from USPTO patents with 853,638 reactions. (1) The reactants are [F:1][C:2]([F:12])([F:11])[O:3][C:4]1[C:5]([NH2:10])=[N:6][CH:7]=[CH:8][CH:9]=1.[Br:13]N1C(=O)CCC1=O. The catalyst is ClCCl. The product is [Br:13][C:8]1[CH:9]=[C:4]([O:3][C:2]([F:1])([F:11])[F:12])[C:5]([NH2:10])=[N:6][CH:7]=1. The yield is 0.510. (2) The reactants are O.[OH-].[Li+].[CH:4]1([CH2:7][O:8][C:9]2[N:14]=[C:13]([C:15]([NH:17][C:18]3([CH2:32][C:33]([O:35]CC)=[O:34])[CH2:21][N:20]([C:22]([O:24][CH2:25][C:26]4[CH:31]=[CH:30][CH:29]=[CH:28][CH:27]=4)=[O:23])[CH2:19]3)=[O:16])[CH:12]=[CH:11][C:10]=2[N:38]2[CH2:41][C:40]([F:43])([F:42])[CH2:39]2)[CH2:6][CH2:5]1. The catalyst is C1COCC1.O. The product is [CH2:25]([O:24][C:22]([N:20]1[CH2:21][C:18]([CH2:32][C:33]([OH:35])=[O:34])([NH:17][C:15]([C:13]2[CH:12]=[CH:11][C:10]([N:38]3[CH2:41][C:40]([F:43])([F:42])[CH2:39]3)=[C:9]([O:8][CH2:7][CH:4]3[CH2:6][CH2:5]3)[N:14]=2)=[O:16])[CH2:19]1)=[O:23])[C:26]1[CH:27]=[CH:28][CH:29]=[CH:30][CH:31]=1. The yield is 0.920. (3) The reactants are Br[C:2]1[C:7]([N+:8]([O-:10])=[O:9])=[CH:6][C:5]([Br:11])=[CH:4][N:3]=1.[C:12]([Cu])#[N:13]. The catalyst is C(#N)CC.CCOC(C)=O. The product is [Br:11][C:5]1[CH:6]=[C:7]([N+:8]([O-:10])=[O:9])[C:2]([C:12]#[N:13])=[N:3][CH:4]=1. The yield is 0.680. (4) The reactants are [CH2:1]([O:3][C:4]([C:6]1[C:7](Br)=[N:8][O:9][C:10]=1[CH3:11])=[O:5])[CH3:2].[NH:13]1[CH2:17][CH2:16][CH2:15][CH2:14]1.CCN(P1(N(C)CCCN1C)=NC(C)(C)C)CC. No catalyst specified. The product is [CH2:1]([O:3][C:4]([C:6]1[C:7]([N:13]2[CH2:17][CH2:16][CH2:15][CH2:14]2)=[N:8][O:9][C:10]=1[CH3:11])=[O:5])[CH3:2]. The yield is 0.210. (5) The reactants are [OH:1][C:2]1[NH:6][N:5]=[C:4]([C:7]([O:9][CH3:10])=[O:8])[CH:3]=1.[CH2:11](I)[CH2:12][CH2:13][CH3:14].C(=O)([O-])[O-].[K+].[K+].O. The catalyst is CN(C)C=O. The product is [CH2:11]([O:1][C:2]1[NH:6][N:5]=[C:4]([C:7]([O:9][CH3:10])=[O:8])[CH:3]=1)[CH2:12][CH2:13][CH3:14]. The yield is 0.710. (6) The reactants are [F:1][C:2]1[CH:10]=[C:9]([F:11])[CH:8]=[CH:7][C:3]=1[C:4]([OH:6])=[O:5].[I:12]N1C(=O)CCC1=O.C(=O)([O-])[O-].[Na+].[Na+]. The catalyst is S(=O)(=O)(O)O. The product is [F:1][C:2]1[CH:10]=[C:9]([F:11])[C:8]([I:12])=[CH:7][C:3]=1[C:4]([OH:6])=[O:5]. The yield is 0.940.